From a dataset of Merck oncology drug combination screen with 23,052 pairs across 39 cell lines. Regression. Given two drug SMILES strings and cell line genomic features, predict the synergy score measuring deviation from expected non-interaction effect. Drug 1: CN(C)C(=N)N=C(N)N. Drug 2: N#Cc1ccc(Cn2cncc2CN2CCN(c3cccc(Cl)c3)C(=O)C2)cc1. Cell line: OV90. Synergy scores: synergy=9.90.